Dataset: Reaction yield outcomes from USPTO patents with 853,638 reactions. Task: Predict the reaction yield, written as a fraction of the theoretical maximum amount of product (1.0 means a 100% yield; for example, 0.34 means a 34% yield). (1) The reactants are [H-].[Na+].[Cl:3][C:4]1[C:9]([O:10][CH3:11])=[CH:8][C:7]([CH:12](C([O-])=O)[C:13]([O:15][C:16](C)(C)C)=[O:14])=[C:6]([F:23])[CH:5]=1.Br[C:25](Br)([F:27])[F:26].[Cl-].[NH4+]. The catalyst is O1CCCC1. The product is [Cl:3][C:4]1[C:9]([O:10][CH3:11])=[CH:8][C:7]([C:12](=[C:25]([F:27])[F:26])[C:13]([O:15][CH3:16])=[O:14])=[C:6]([F:23])[CH:5]=1. The yield is 0.110. (2) The reactants are [F:1][CH:2]([F:26])[O:3][C:4]1[CH:5]=[C:6]([C:14]([C:16]2[C:24]3[C:19](=[N:20][CH:21]=[C:22](Br)[CH:23]=3)[NH:18][CH:17]=2)=[O:15])[CH:7]=[C:8]([O:10][CH:11]([F:13])[F:12])[CH:9]=1.[C:27]1(B(O)O)[CH:32]=[CH:31][CH:30]=[CH:29][CH:28]=1.C(=O)([O-])[O-].[K+].[K+]. The catalyst is C(#N)C.O.C1C=CC([P]([Pd]([P](C2C=CC=CC=2)(C2C=CC=CC=2)C2C=CC=CC=2)([P](C2C=CC=CC=2)(C2C=CC=CC=2)C2C=CC=CC=2)[P](C2C=CC=CC=2)(C2C=CC=CC=2)C2C=CC=CC=2)(C2C=CC=CC=2)C2C=CC=CC=2)=CC=1. The product is [F:1][CH:2]([F:26])[O:3][C:4]1[CH:5]=[C:6]([C:14]([C:16]2[C:24]3[C:19](=[N:20][CH:21]=[C:22]([C:27]4[CH:32]=[CH:31][CH:30]=[CH:29][CH:28]=4)[CH:23]=3)[NH:18][CH:17]=2)=[O:15])[CH:7]=[C:8]([O:10][CH:11]([F:13])[F:12])[CH:9]=1. The yield is 0.330. (3) The reactants are O1CCCC1.C([O:8][C:9](=O)[C:10]1[CH:15]=[CH:14][C:13]([CH2:16][CH2:17][CH:18]2[CH2:22][CH2:21][CH2:20][O:19]2)=[CH:12][C:11]=1CC)C.[H-].C([Al+]CC(C)C)C(C)C.C(C(C(C([O-])=O)O)O)([O-])=O.[Na+].[K+]. The catalyst is C(OCC)(=O)C. The product is [O:19]1[CH2:20][CH2:21][CH2:22][CH:18]1[CH2:17][CH2:16][C:13]1[CH:12]=[CH:11][C:10]([CH2:9][OH:8])=[CH:15][CH:14]=1. The yield is 0.310.